From a dataset of Full USPTO retrosynthesis dataset with 1.9M reactions from patents (1976-2016). Predict the reactants needed to synthesize the given product. (1) Given the product [Cl:1][C:2]1[CH:18]=[CH:17][C:5]([CH2:6][N:7]([CH:12]2[CH2:16][CH2:15][N:14]([CH2:26][CH2:27][CH:28]=[C:29]3[C:35]4[CH:36]=[CH:37][CH:38]=[N:39][C:34]=4[CH2:33][O:32][C:31]4[CH:40]=[CH:41][C:42]([C:44]([OH:47])([CH3:46])[CH3:45])=[CH:43][C:30]3=4)[CH2:13]2)[CH2:8][C:9]([NH2:11])=[O:10])=[CH:4][CH:3]=1, predict the reactants needed to synthesize it. The reactants are: [Cl:1][C:2]1[CH:18]=[CH:17][C:5]([CH2:6][N:7]([CH:12]2[CH2:16][CH2:15][NH:14][CH2:13]2)[CH2:8][C:9]([NH2:11])=[O:10])=[CH:4][CH:3]=1.C(=O)([O-])[O-].[K+].[K+].Br[CH2:26][CH2:27]/[CH:28]=[C:29]1/[C:30]2[CH:43]=[C:42]([C:44]([OH:47])([CH3:46])[CH3:45])[CH:41]=[CH:40][C:31]=2[O:32][CH2:33][C:34]2[N:39]=[CH:38][CH:37]=[CH:36][C:35]/1=2. (2) The reactants are: [Cl:1][C:2]1[CH:3]=[C:4]([NH2:19])[CH:5]=[N:6][C:7]=1[O:8][C:9]1[CH:10]=[N:11][C:12]2[C:17]([CH:18]=1)=[CH:16][CH:15]=[CH:14][CH:13]=2.[F:20][C:21]1[CH:26]=[CH:25][C:24]([S:27](Cl)(=[O:29])=[O:28])=[CH:23][CH:22]=1. Given the product [Cl:1][C:2]1[CH:3]=[C:4]([NH:19][S:27]([C:24]2[CH:25]=[CH:26][C:21]([F:20])=[CH:22][CH:23]=2)(=[O:29])=[O:28])[CH:5]=[N:6][C:7]=1[O:8][C:9]1[CH:10]=[N:11][C:12]2[C:17]([CH:18]=1)=[CH:16][CH:15]=[CH:14][CH:13]=2, predict the reactants needed to synthesize it. (3) Given the product [CH3:1][O:2][C:3](=[O:21])[CH2:4][C:5]1[CH:10]=[CH:9][CH:8]=[C:7]([S:11][CH2:12][CH2:13][C@@H:14]([O:16][C:29]2[CH:30]=[CH:31][C:32]([C:34]([F:35])([F:36])[F:37])=[CH:33][C:28]=2[O:27][C:26]2[CH:39]=[CH:40][C:23]([F:22])=[CH:24][CH:25]=2)[CH3:15])[CH:6]=1, predict the reactants needed to synthesize it. The reactants are: [CH3:1][O:2][C:3](=[O:21])[CH2:4][C:5]1[CH:10]=[CH:9][CH:8]=[C:7]([S:11][CH2:12][CH2:13][C@H:14]([O:16]S(C)(=O)=O)[CH3:15])[CH:6]=1.[F:22][C:23]1[CH:40]=[CH:39][C:26]([O:27][C:28]2[CH:33]=[C:32]([C:34]([F:37])([F:36])[F:35])[CH:31]=[CH:30][C:29]=2O)=[CH:25][CH:24]=1.